From a dataset of Catalyst prediction with 721,799 reactions and 888 catalyst types from USPTO. Predict which catalyst facilitates the given reaction. (1) Reactant: [F:1][C:2]([F:9])([F:8])[C:3]([F:7])=[C:4]([F:6])[F:5].[CH2:10]=[CH:11][C:12]([NH:14][C:15]([CH2:18][OH:19])([CH3:17])[CH3:16])=[O:13].C([O-])([O-])=O.[Cs+].[Cs+]. Product: [CH2:10]=[CH:11][C:12]([NH:14][C:15]([CH2:18][O:19][C:4]([CH:3]([C:2]([F:9])([F:8])[F:1])[F:7])([F:6])[F:5])([CH3:17])[CH3:16])=[O:13]. The catalyst class is: 10. (2) The catalyst class is: 3. Reactant: [Br:1][C:2]1[CH:10]=[CH:9][C:5]([C:6](O)=[O:7])=[C:4]([Cl:11])[CH:3]=1.CCN(C(C)C)C(C)C.CN([C:24]([O:28][N:29]1N=NC2C=CC=N[C:30]1=2)=[N+](C)C)C.F[P-](F)(F)(F)(F)F. Product: [Br:1][C:2]1[CH:10]=[CH:9][C:5]([C:6]([N:29]([O:28][CH3:24])[CH3:30])=[O:7])=[C:4]([Cl:11])[CH:3]=1.